Dataset: Serine/threonine kinase 33 screen with 319,792 compounds. Task: Binary Classification. Given a drug SMILES string, predict its activity (active/inactive) in a high-throughput screening assay against a specified biological target. (1) The molecule is O(Cc1nc2c(cc1)cccc2)c1cc(Nc2c(cccc2)C(O)=O)ccc1. The result is 0 (inactive). (2) The molecule is OC(=O)c1nnn(c1c1ccccc1)c1ccc([N+]([O-])=O)cc1. The result is 0 (inactive). (3) The compound is FC(F)(F)c1cc(N)c(OCC2OCCC2)cc1. The result is 0 (inactive). (4) The molecule is s1c(nnc1NC(=O)CCC(=O)NCc1ccc(F)cc1)C1CCCCC1. The result is 0 (inactive). (5) The drug is S(Cc1[nH]c(Nc2nc3c(c(n2)C)cc(OCC)cc3)nc(=O)c1)c1n(nnn1)c1ccccc1. The result is 0 (inactive). (6) The drug is Fc1cc(NC(=O)Cn2ncc3c(n(c4c3cccc4)C)c2=O)ccc1. The result is 0 (inactive). (7) The compound is Clc1cc(NC(=O)COC(=O)CCc2[nH]c3c(c(=O)n2)cccc3)ccc1OC. The result is 0 (inactive).